From a dataset of Peptide-MHC class I binding affinity with 185,985 pairs from IEDB/IMGT. Regression. Given a peptide amino acid sequence and an MHC pseudo amino acid sequence, predict their binding affinity value. This is MHC class I binding data. (1) The binding affinity (normalized) is 0.216. The MHC is HLA-A02:01 with pseudo-sequence HLA-A02:01. The peptide sequence is LLFASMGFK. (2) The peptide sequence is QKEEAAICGQMDLS. The MHC is HLA-B51:01 with pseudo-sequence HLA-B51:01. The binding affinity (normalized) is 0.